From a dataset of Forward reaction prediction with 1.9M reactions from USPTO patents (1976-2016). Predict the product of the given reaction. (1) Given the reactants [F:1][C:2]1([F:23])[CH2:7][CH2:6][CH:5]([CH2:8][CH:9]2[CH2:14][CH:13]([C:15]([O:17]C)=[O:16])[CH2:12][CH2:11][N:10]2[C:19]([O:21][CH3:22])=[O:20])[CH2:4][CH2:3]1.[Br-].[Li+].CCN(CC)CC.CC(OC)(C)C, predict the reaction product. The product is: [F:23][C:2]1([F:1])[CH2:3][CH2:4][CH:5]([CH2:8][CH:9]2[CH2:14][CH:13]([C:15]([OH:17])=[O:16])[CH2:12][CH2:11][N:10]2[C:19]([O:21][CH3:22])=[O:20])[CH2:6][CH2:7]1. (2) Given the reactants Br[C:2]1[N:10]2[C:5]([CH:6]=[N:7][C:8]([NH:11][C:12]3[CH:17]=[CH:16][C:15]([N:18]4[CH2:23][CH2:22][O:21][CH2:20][CH2:19]4)=[CH:14][CH:13]=3)=[N:9]2)=[CH:4][CH:3]=1.[F:24][C:25]1[C:30](B(O)O)=[CH:29][CH:28]=[CH:27][N:26]=1, predict the reaction product. The product is: [F:24][C:25]1[C:30]([C:2]2[N:10]3[C:5]([CH:6]=[N:7][C:8]([NH:11][C:12]4[CH:13]=[CH:14][C:15]([N:18]5[CH2:23][CH2:22][O:21][CH2:20][CH2:19]5)=[CH:16][CH:17]=4)=[N:9]3)=[CH:4][CH:3]=2)=[CH:29][CH:28]=[CH:27][N:26]=1. (3) Given the reactants Cl[C:2]1[CH:11]=[N:10][C:9]2[C:4](=[CH:5][C:6]([O:12][CH3:13])=[CH:7][CH:8]=2)[N:3]=1.Br[CH2:15][CH2:16][CH2:17][OH:18].C(O[C:24](=O)[NH:25][CH:26]1[CH2:31][CH2:30][CH2:29][NH:28][CH2:27]1)(C)(C)C.[O:33]=[C:34]1[NH:39][C:38]2[CH:40]=[C:41](C=O)[CH:42]=[CH:43][C:37]=2[S:36][CH2:35]1, predict the reaction product. The product is: [CH3:13][O:12][C:6]1[CH:5]=[C:4]2[C:9]([N:10]=[CH:11][C:2]([O:18][CH2:17][CH2:16][CH2:15][N:28]3[CH2:29][CH2:30][CH2:31][CH:26]([NH:25][CH2:24][C:41]4[CH:42]=[CH:43][C:37]5[S:36][CH2:35][C:34](=[O:33])[NH:39][C:38]=5[CH:40]=4)[CH2:27]3)=[N:3]2)=[CH:8][CH:7]=1. (4) The product is: [CH3:1][C:2]1[S:3][C:4]([C:8]2[CH:13]=[CH:12][N:11]=[C:10]([NH:14][C:15]3[CH:20]=[CH:19][CH:18]=[C:17]([CH2:21][O:22][CH2:24][CH2:25][N:26]4[CH2:31][CH2:30][O:29][CH2:28][CH2:27]4)[CH:16]=3)[N:9]=2)=[C:5]([CH3:7])[N:6]=1. Given the reactants [CH3:1][C:2]1[S:3][C:4]([C:8]2[CH:13]=[CH:12][N:11]=[C:10]([NH:14][C:15]3[CH:16]=[C:17]([CH2:21][OH:22])[CH:18]=[CH:19][CH:20]=3)[N:9]=2)=[C:5]([CH3:7])[N:6]=1.Cl[CH2:24][CH2:25][N:26]1[CH2:31][CH2:30][O:29][CH2:28][CH2:27]1, predict the reaction product. (5) Given the reactants [CH3:1][C:2]1[C:18]([CH3:19])=[CH:17][C:5]2[N:6]([CH2:9][O:10][CH2:11][CH2:12][Si:13]([CH3:16])([CH3:15])[CH3:14])[CH:7]=[N:8][C:4]=2[CH:3]=1.C([N-]C(C)C)(C)C.[Li+].[CH3:28][C:29](N(C)C)=[O:30], predict the reaction product. The product is: [CH3:1][C:2]1[C:18]([CH3:19])=[CH:17][C:5]2[N:6]([CH2:9][O:10][CH2:11][CH2:12][Si:13]([CH3:14])([CH3:16])[CH3:15])[C:7]([C:29](=[O:30])[CH3:28])=[N:8][C:4]=2[CH:3]=1. (6) Given the reactants Br[C:2]1[CH:3]=[C:4]2[C:8](=[CH:9][CH:10]=1)[NH:7][C:6]([C:11]([NH2:13])=[O:12])=[C:5]2[S:14]([N:17]1[CH2:22][CH2:21][O:20][CH2:19][CH2:18]1)(=[O:16])=[O:15].[CH3:23][Sn](C)(C)C.CN(C=O)C, predict the reaction product. The product is: [CH3:23][C:2]1[CH:3]=[C:4]2[C:8](=[CH:9][CH:10]=1)[NH:7][C:6]([C:11]([NH2:13])=[O:12])=[C:5]2[S:14]([N:17]1[CH2:22][CH2:21][O:20][CH2:19][CH2:18]1)(=[O:16])=[O:15]. (7) The product is: [OH:49][C:50]1[CH:55]=[CH:54][C:53]([CH:56]=[O:14])=[CH:52][CH:51]=1. Given the reactants C1N=C(N)C2N=CN([C@@H]3[O:14][C@H](COP(OP(OC[C@H]4O[C@@H](N5C=C(C(N)=O)CC=C5)[C@H](O)[C@@H]4O)(O)=O)(O)=O)[C@@H](O)[C@H]3OP(O)(O)=O)C=2N=1.[OH:49][C:50]1[CH:55]=[CH:54][C:53]([CH2:56]C=NO)=[CH:52][CH:51]=1.N(C(CO)(CO)CO)CC(O)=O, predict the reaction product.